This data is from Forward reaction prediction with 1.9M reactions from USPTO patents (1976-2016). The task is: Predict the product of the given reaction. Given the reactants [C:1]([Mg]Br)#[CH:2].[F:5][C:6]1[CH:7]=[N:8][CH:9]=[CH:10][C:11]=1[C:12](=[O:15])[CH2:13][CH3:14].[NH4+].[Cl-], predict the reaction product. The product is: [F:5][C:6]1[CH:7]=[N:8][CH:9]=[CH:10][C:11]=1[C:12]([OH:15])([CH2:1][CH3:2])[C:13]#[CH:14].